Task: Predict which catalyst facilitates the given reaction.. Dataset: Catalyst prediction with 721,799 reactions and 888 catalyst types from USPTO (1) Reactant: [Br:1][C:2]1[C:3]([N:12]2[CH2:17][CH2:16][N:15]([CH2:18][C:19]3[CH:24]=[CH:23][N:22]=[CH:21][CH:20]=3)[CH2:14][CH2:13]2)=[C:4]([N+:9]([O-])=O)[C:5]([NH2:8])=[N:6][CH:7]=1.CCO.[N:28]1([CH2:33][C:34]2[CH:41]=[CH:40][C:37]([CH:38]=O)=[CH:36][CH:35]=2)[CH:32]=[CH:31][CH:30]=[N:29]1.[O-]S(S([O-])=O)=O.[Na+].[Na+]. Product: [N:28]1([CH2:33][C:34]2[CH:41]=[CH:40][C:37]([C:38]3[NH:8][C:5]4=[N:6][CH:7]=[C:2]([Br:1])[C:3]([N:12]5[CH2:17][CH2:16][N:15]([CH2:18][C:19]6[CH:24]=[CH:23][N:22]=[CH:21][CH:20]=6)[CH2:14][CH2:13]5)=[C:4]4[N:9]=3)=[CH:36][CH:35]=2)[CH:32]=[CH:31][CH:30]=[N:29]1. The catalyst class is: 27. (2) Reactant: [F:1][C:2]1([F:11])[CH2:7][CH2:6][CH:5]([C:8]([OH:10])=O)[CH2:4][CH2:3]1.C[Li].[CH2:14](OCC)C.Cl[Si](C)(C)C. Product: [F:11][C:2]1([F:1])[CH2:3][CH2:4][CH:5]([C:8](=[O:10])[CH3:14])[CH2:6][CH2:7]1. The catalyst class is: 1. (3) Reactant: [F:1][C:2]([F:22])([F:21])[C:3]1[CH:8]=[CH:7][C:6]([C:9]2[N:14]=[C:13]([C@H:15]([OH:20])[CH2:16][CH2:17][CH2:18][CH3:19])[CH:12]=[CH:11][CH:10]=2)=[CH:5][CH:4]=1.[Cl:23][C:24]1[CH:25]=[C:26]([CH2:33][CH2:34][C:35]([O:37][CH2:38][CH3:39])=[O:36])[CH:27]=[C:28]([O:31][CH3:32])[C:29]=1O.C1CCN(C(N=NC(N2CCCCC2)=O)=O)CC1.P(CCCC)(CCCC)CCCC. Product: [Cl:23][C:24]1[CH:25]=[C:26]([CH2:33][CH2:34][C:35]([O:37][CH2:38][CH3:39])=[O:36])[CH:27]=[C:28]([O:31][CH3:32])[C:29]=1[O:20][C@H:15]([C:13]1[CH:12]=[CH:11][CH:10]=[C:9]([C:6]2[CH:5]=[CH:4][C:3]([C:2]([F:21])([F:1])[F:22])=[CH:8][CH:7]=2)[N:14]=1)[CH2:16][CH2:17][CH2:18][CH3:19]. The catalyst class is: 1. (4) Reactant: [C:1]([C:5]1[CH:45]=[CH:44][C:8]([C:9]([NH:11][C@@H:12]([CH2:17][C:18]2[CH:23]=[CH:22][C:21]([C:24]3[S:25][C:26]([C:29]4[CH:34]=[CH:33][C:32]([O:35][CH2:36][CH2:37][CH2:38][CH2:39][CH2:40][CH2:41][CH3:42])=[CH:31][CH:30]=4)=[N:27][N:28]=3)=[C:20]([F:43])[CH:19]=2)[C:13]([O:15]C)=[O:14])=[O:10])=[CH:7][CH:6]=1)([CH3:4])([CH3:3])[CH3:2].[OH-].[Li+].CC(O)=O.O. Product: [C:1]([C:5]1[CH:45]=[CH:44][C:8]([C:9]([NH:11][C@@H:12]([CH2:17][C:18]2[CH:23]=[CH:22][C:21]([C:24]3[S:25][C:26]([C:29]4[CH:30]=[CH:31][C:32]([O:35][CH2:36][CH2:37][CH2:38][CH2:39][CH2:40][CH2:41][CH3:42])=[CH:33][CH:34]=4)=[N:27][N:28]=3)=[C:20]([F:43])[CH:19]=2)[C:13]([OH:15])=[O:14])=[O:10])=[CH:7][CH:6]=1)([CH3:2])([CH3:3])[CH3:4]. The catalyst class is: 36. (5) Reactant: Cl.[N:2]1[CH:7]=[CH:6][CH:5]=[CH:4][C:3]=1[C:8](Cl)=[O:9].CCN(CC)CC.[Cl:18][C:19]1[CH:20]=[C:21]([CH:23]=[CH:24][C:25]=1[O:26][C:27]1[CH:32]=[CH:31][CH:30]=[C:29]([Cl:33])[CH:28]=1)[NH2:22]. Product: [Cl:18][C:19]1[CH:20]=[C:21]([NH:22][C:8](=[O:9])[C:3]2[CH:4]=[CH:5][CH:6]=[CH:7][N:2]=2)[CH:23]=[CH:24][C:25]=1[O:26][C:27]1[CH:32]=[CH:31][CH:30]=[C:29]([Cl:33])[CH:28]=1. The catalyst class is: 2. (6) Reactant: Br[C:2]1[CH:9]=[CH:8][C:5]([CH:6]=[O:7])=[C:4]([F:10])[CH:3]=1.[CH2:11](B(O)O)[CH2:12][CH2:13][CH3:14].C(=O)([O-])[O-].[K+].[K+]. Product: [CH2:11]([C:2]1[CH:9]=[CH:8][C:5]([CH:6]=[O:7])=[C:4]([F:10])[CH:3]=1)[CH2:12][CH2:13][CH3:14]. The catalyst class is: 206. (7) Reactant: [NH2:1][C:2]1[CH:3]=[C:4]([NH:9][C:10](=[O:29])[C:11]2[CH:16]=[C:15]([C:17]([F:20])([F:19])[F:18])[CH:14]=[C:13]([N:21]3[CH2:26][CH2:25][N:24]([CH2:27][CH3:28])[CH2:23][CH2:22]3)[CH:12]=2)[CH:5]=[CH:6][C:7]=1[CH3:8].[Br:30][C:31]1[S:32][C:33]([C:36](O)=[O:37])=[CH:34][N:35]=1.C(N(C(C)C)CC)(C)C.CN(C(ON1N=NC2C=CC=NC1=2)=[N+](C)C)C.F[P-](F)(F)(F)(F)F. Product: [CH2:27]([N:24]1[CH2:23][CH2:22][N:21]([C:13]2[CH:12]=[C:11]([CH:16]=[C:15]([C:17]([F:18])([F:19])[F:20])[CH:14]=2)[C:10]([NH:9][C:4]2[CH:5]=[CH:6][C:7]([CH3:8])=[C:2]([NH:1][C:36]([C:33]3[S:32][C:31]([Br:30])=[N:35][CH:34]=3)=[O:37])[CH:3]=2)=[O:29])[CH2:26][CH2:25]1)[CH3:28]. The catalyst class is: 31. (8) Reactant: [N:1]1[CH:6]=[CH:5][CH:4]=[CH:3][C:2]=1[CH2:7][NH:8][S:9]([C:12]1[CH:17]=[CH:16][C:15](Br)=[CH:14][N:13]=1)(=[O:11])=[O:10].[CH3:19][O:20][C:21]1[CH:26]=[CH:25][C:24](B(O)O)=[CH:23][CH:22]=1.C(N(CC)CC)C. Product: [N:1]1[CH:6]=[CH:5][CH:4]=[CH:3][C:2]=1[CH2:7][NH:8][S:9]([C:12]1[CH:17]=[CH:16][C:15]([C:24]2[CH:25]=[CH:26][C:21]([O:20][CH3:19])=[CH:22][CH:23]=2)=[CH:14][N:13]=1)(=[O:11])=[O:10]. The catalyst class is: 144. (9) The catalyst class is: 2. Reactant: [F:1][CH:2]([F:30])[O:3][CH2:4][C@H:5]([NH:20][C:21](=[O:29])[CH2:22][N:23]1[CH2:28][CH2:27][O:26][CH2:25][CH2:24]1)[C:6]([NH:8][C@@H:9]([CH2:13][C:14]1[CH:19]=[CH:18][CH:17]=[CH:16][CH:15]=1)[C:10]([OH:12])=O)=[O:7].[CH:31]1[CH:36]=C2N=NN(O)C2=C[CH:32]=1.O.CN(C([O:49]N1N=NC2C=CC=CC1=2)=[N+](C)C)C.F[P-](F)(F)(F)(F)F.CC[N:68]([CH:72]([CH3:74])[CH3:73])C(C)C.[CH2:75]1[CH2:79][O:78][CH2:77]C1. Product: [F:30][CH:2]([F:1])[O:3][CH2:4][C@H:5]([NH:20][C:21](=[O:29])[CH2:22][N:23]1[CH2:28][CH2:27][O:26][CH2:25][CH2:24]1)[C:6]([NH:8][C@@H:9]([CH2:13][C:14]1[CH:19]=[CH:18][CH:17]=[CH:16][CH:15]=1)[C:10]([NH:68][C@H:72]([C:73]([C@@:79]1([CH3:75])[CH2:77][O:78]1)=[O:49])[CH2:74][CH:31]([CH3:36])[CH3:32])=[O:12])=[O:7].